From a dataset of Retrosynthesis with 50K atom-mapped reactions and 10 reaction types from USPTO. Predict the reactants needed to synthesize the given product. (1) The reactants are: COCCl.O=Cc1c(O)cc(O)cc1F. Given the product COCOc1cc(O)c(C=O)c(F)c1, predict the reactants needed to synthesize it. (2) Given the product c1ccc(CN2CCCC2)nc1, predict the reactants needed to synthesize it. The reactants are: BrCc1ccccn1.C1CCNC1. (3) Given the product CC(C)(C)OC(=O)N1CCC(N2CCNC(=O)C2)CC1, predict the reactants needed to synthesize it. The reactants are: CC(C)(C)OC(=O)N1CCC(=O)CC1.O=C1CNCCN1. (4) Given the product COc1ccc2ccccc2c1Nc1c(OC)ccc2ccccc12, predict the reactants needed to synthesize it. The reactants are: COc1ccc2ccccc2c1Br.COc1ccc2ccccc2c1N. (5) Given the product CNc1ccc2c(c1)nc(C(C)(C)C)n2CC1CCC1, predict the reactants needed to synthesize it. The reactants are: CC(=O)N(C)c1ccc2c(c1)nc(C(C)(C)C)n2CC1CCC1. (6) The reactants are: Cc1ccc(N(CC(C)C)S(=O)(=O)c2ccc(CN)cc2)c(C)c1.OCC1CCOCC1. Given the product Cc1ccc(N(CC(C)C)S(=O)(=O)c2ccc(CNCC3CCOCC3)cc2)c(C)c1, predict the reactants needed to synthesize it. (7) Given the product CCc1cc(NC(=O)NC[C@H]2CCCNC2)cc(-c2nnnn2C)c1, predict the reactants needed to synthesize it. The reactants are: CCc1cc(NC(=O)NC[C@@H]2CCCN(C(=O)OC(C)(C)C)C2)cc(-c2nnnn2C)c1. (8) The reactants are: COc1ccc(-c2ccccc2)c2c1CCC(=O)N2Cc1ccc(-c2ccccc2)cc1. Given the product O=C1CCc2c(O)ccc(-c3ccccc3)c2N1Cc1ccc(-c2ccccc2)cc1, predict the reactants needed to synthesize it. (9) Given the product CC(=O)c1cc(C)nc(-n2ccnc2)n1, predict the reactants needed to synthesize it. The reactants are: CON(C)C(=O)c1cc(C)nc(-n2ccnc2)n1. (10) Given the product CN(C)Nc1c([N+](=O)[O-])cc(C(F)(F)F)c(N)c1[N+](=O)[O-], predict the reactants needed to synthesize it. The reactants are: CN(C)Nc1c([N+](=O)[O-])cc(C(F)(F)F)c(Cl)c1[N+](=O)[O-].N.